This data is from Full USPTO retrosynthesis dataset with 1.9M reactions from patents (1976-2016). The task is: Predict the reactants needed to synthesize the given product. (1) Given the product [Br:15][C:11]1[C:10]2[C:5](=[CH:6][CH:7]=[CH:8][CH:9]=2)[CH:4]=[C:3]([C:12]([OH:14])=[O:13])[C:2]=1[OH:1], predict the reactants needed to synthesize it. The reactants are: [OH:1][C:2]1[C:3]([C:12]([OH:14])=[O:13])=[CH:4][C:5]2[C:10]([CH:11]=1)=[CH:9][CH:8]=[CH:7][CH:6]=2.[Br:15]Br. (2) Given the product [Cl:25][C:17]1[C:12]([C@H:9]2[CH2:10][CH2:11][C@H:6]([C:4]([OH:3])=[O:5])[CH2:7][CH2:8]2)=[N:13][CH:14]=[CH:15][CH:16]=1, predict the reactants needed to synthesize it. The reactants are: C([O:3][C:4]([C@H:6]1[CH2:11][CH2:10][C@H:9]([C:12]2[C:17](N)=[CH:16][CH:15]=[CH:14][N:13]=2)[CH2:8][CH2:7]1)=[O:5])C.N([O-])=O.[Na+].[OH-].[Na+].[ClH:25]. (3) Given the product [CH3:27][N:18]1[C:17]2[CH:28]=[C:13]([O:12][CH2:11][C@@H:10]([NH:2][CH3:1])[CH2:29][CH:30]([CH3:32])[CH3:31])[CH:14]=[CH:15][C:16]=2[C:25]2[C:20](=[CH:21][N:22]=[CH:23][CH:24]=2)[C:19]1=[O:26], predict the reactants needed to synthesize it. The reactants are: [CH3:1][N:2]([C@@H:10]([CH2:29][CH:30]([CH3:32])[CH3:31])[CH2:11][O:12][C:13]1[CH:14]=[CH:15][C:16]2[C:25]3[C:20](=[CH:21][N:22]=[CH:23][CH:24]=3)[C:19](=[O:26])[N:18]([CH3:27])[C:17]=2[CH:28]=1)C(=O)OC(C)(C)C.Cl.CCOCC.